From a dataset of Reaction yield outcomes from USPTO patents with 853,638 reactions. Predict the reaction yield, written as a fraction of the theoretical maximum amount of product (1.0 means a 100% yield; for example, 0.34 means a 34% yield). (1) No catalyst specified. The yield is 0.580. The reactants are Cl[C:2]1[C:7]([C:8](=[O:10])[CH3:9])=[CH:6][N:5]=[C:4]2[N:11]([CH2:14][O:15][CH2:16][CH2:17][Si:18]([CH3:21])([CH3:20])[CH3:19])[CH:12]=[CH:13][C:3]=12.[CH2:22]([N:29]1[CH2:34][CH2:33][CH:32]([NH2:35])[CH2:31][CH2:30]1)[C:23]1[CH:28]=[CH:27][CH:26]=[CH:25][CH:24]=1.C(N(CC)C(C)C)(C)C. The product is [CH2:22]([N:29]1[CH2:34][CH2:33][CH:32]([NH:35][C:2]2[C:7]([C:8](=[O:10])[CH3:9])=[CH:6][N:5]=[C:4]3[N:11]([CH2:14][O:15][CH2:16][CH2:17][Si:18]([CH3:21])([CH3:20])[CH3:19])[CH:12]=[CH:13][C:3]=23)[CH2:31][CH2:30]1)[C:23]1[CH:24]=[CH:25][CH:26]=[CH:27][CH:28]=1. (2) The reactants are [CH3:1][CH:2]([CH2:13][CH2:14][CH2:15][C:16]1[CH:21]=[CH:20][CH:19]=[CH:18][CH:17]=1)[C:3]([O:5]N1C(=O)CCC1=O)=O.[CH:22]1[CH:27]=[CH:26][C:25]([C@@H:28]([NH2:31])[CH2:29][OH:30])=[CH:24][CH:23]=1. The catalyst is C1COCC1. The product is [OH:30][CH2:29][C@H:28]([NH:31][C:3](=[O:5])[C@@H:2]([CH3:1])[CH2:13][CH2:14][CH2:15][C:16]1[CH:17]=[CH:18][CH:19]=[CH:20][CH:21]=1)[C:25]1[CH:26]=[CH:27][CH:22]=[CH:23][CH:24]=1. The yield is 0.340. (3) The reactants are Br[C:2]1[CH:3]=[CH:4][C:5]2[N:6]([CH2:16][C:17]([CH3:27])([OH:26])[CH2:18][O:19][C:20]3[CH:25]=[CH:24][CH:23]=[CH:22][CH:21]=3)[C:7]3[C:12]([C:13]=2[CH:14]=1)=[CH:11][C:10](Br)=[CH:9][CH:8]=3.[C-:28]#[N:29].[Na+].[I-].[K+].[CH3:33][N:34](C)CCN. The catalyst is [Cu](I)I.C1(C)C=CC=CC=1. The product is [OH:26][C:17]([CH3:27])([CH2:18][O:19][C:20]1[CH:25]=[CH:24][CH:23]=[CH:22][CH:21]=1)[CH2:16][N:6]1[C:7]2[CH:8]=[CH:9][C:10]([C:33]#[N:34])=[CH:11][C:12]=2[C:13]2[C:5]1=[CH:4][CH:3]=[C:2]([C:28]#[N:29])[CH:14]=2. The yield is 0.340.